This data is from Drug-target binding data from BindingDB using IC50 measurements. The task is: Regression. Given a target protein amino acid sequence and a drug SMILES string, predict the binding affinity score between them. We predict pIC50 (pIC50 = -log10(IC50 in M); higher means more potent). Dataset: bindingdb_ic50. (1) The compound is CC(C)[C@H](CO)Nc1nc(Nc2cccc(Cl)c2)c2ncn(C(C)C)c2n1. The target protein sequence is MEDYSKIEKIGEGTYGVVYKGRCKKDGSIVALKKIRLESEEEGVPSTAIREISLLKELQHPNVVNLSNVLMQESRLYLVFEFLTMDLKKYMETLRGTTMDPALVKSYLHQIVQGILFCHCRRVLHRDLKPQNLLIDEKGIIKLADFGLARAFGIPVRVYTHEVVTLWYRAPEVLLGSPRYSTPVDVWSIGCIFAEMVTKRPLFHGDSEIDQLFRIFRTPGTPTDKTWPGVTELPDHKSTFPKWTTNNLAKSVKTLTLRNDLLQKMLIYDPAKRISCKAALSHPYLKDFEGGTVLPTRLGQ. The pIC50 is 7.4. (2) The compound is CCC(C)c1ccc(-c2csc(Cn3c(CN4CCN(C)CC4)nc4ccccc4c3=O)n2)cc1. The target protein (P42224) has sequence MSQWYELQQLDSKFLEQVHQLYDDSFPMEIRQYLAQWLEKQDWEHAANDVSFATIRFHDLLSQLDDQYSRFSLENNFLLQHNIRKSKRNLQDNFQEDPIQMSMIIYSCLKEERKILENAQRFNQAQSGNIQSTVMLDKQKELDSKVRNVKDKVMCIEHEIKSLEDLQDEYDFKCKTLQNREHETNGVAKSDQKQEQLLLKKMYLMLDNKRKEVVHKIIELLNVTELTQNALINDELVEWKRRQQSACIGGPPNACLDQLQNWFTIVAESLQQVRQQLKKLEELEQKYTYEHDPITKNKQVLWDRTFSLFQQLIQSSFVVERQPCMPTHPQRPLVLKTGVQFTVKLRLLVKLQELNYNLKVKVLFDKDVNERNTVKGFRKFNILGTHTKVMNMEESTNGSLAAEFRHLQLKEQKNAGTRTNEGPLIVTEELHSLSFETQLCQPGLVIDLETTSLPVVVISNVSQLPSGWASILWYNMLVAEPRNLSFFLTPPCARWAQLSE.... The pIC50 is 4.7. (3) The drug is O=C(O)c1ccc(-c2ccccc2)cc1CS. The target protein (Q6PJP8) has sequence MLEDISEEDIWEYKSKRKPKRVDPNNGSKNILKSVEKATDGKYQSKRSRNRKRAAEAKEVKDHEVPLGNAGCQTSVASSQNSSCGDGIQQTQDKETTPGKLCRTQKSQHVSPKIRPVYDGYCPNCQMPFSSLIGQTPRWHVFECLDSPPRSETECPDGLLCTSTIPFHYKRYTHFLLAQSRAGDHPFSSPSPASGGSFSETKSGVLCSLEERWSSYQNQTDNSVSNDPLLMTQYFKKSPSLTEASEKISTHIQTSQQALQFTDFVENDKLVGVALRLANNSEHINLPLPENDFSDCEISYSPLQSDEDTHDIDEKPDDSQEQLFFTESSKDGSLEEDDDSCGFFKKRHGPLLKDQDESCPKVNSFLTRDKYDEGLYRFNSLNDLSQPISQNNESTLPYDLACTGGDFVLFPPALAGKLAASVHQATKAKPDEPEFHSAQSNKQKQVIEESSVYNQVSLPLVKSLMLKPFESQVEGYLSSQPTQNTIRKLSSENLNAKNNT.... The pIC50 is 3.6. (4) The drug is CCO[C@@H](Cc1ccc(OC[C@H](O)c2cccc(CO)c2)cc1)C(=O)N(C)OC. The target is CKENALLRYLLDKDD. The pIC50 is 3.7. (5) The drug is O=C(O)c1ccncc1Nc1nn(CCN2CCC(F)(F)CC2)c2ccc(F)cc12. The target protein sequence is MAGVGPGGYAAEFVPPPECPVFEPSWEEFTDPLSFIGRIRPLAEKTGICKIRPPKDWQPPFACEVKSFRFTPRVQRLNELEAMTRVRLDFLDQLAKFWELQGSTLKIPVVERKILDLYALSKIVASKGGFEMVTKEKKWSKVGSRLGYLPGKGTGSLLKSHYERILYPYELFQSGVSLMGVQMPNLDLKEKVEPEVLSTDTQTSPEPGTRMNILPKRTRRVKTQSESGDVSRNTELKKLQIFGAGPKVVGLAMGTKDKEDEVTRRRKVTNRSDAFNMQMRQRKGTLSVNFVDLYVCMFCGRGNNEDKLLLCDGCDDSYHTFCLIPPLPDVPKGDWRCPKCVAEECSKPREAFGFEQAVREYTLQSFGEMADNFKSDYFNMPVHMVPTELVEKEFWRLVSSIEEDVIVEYGADISSKDFGSGFPVKDGRRKILPEEEEYALSGWNLNNMPVLEQSVLAHINVDISGMKVPWLYVGMCFSSFCWHIEDHWSYSINYLHWGEP.... The pIC50 is 7.1. (6) The target protein (Q9ULD4) has sequence MRKPRRKSRQNAEGRRSPSPYSLKCSPTRETLTYAQAQRIVEVDIDGRLHRISIYDPLKIITEDELTAQDITECNSNKENSEQPQFPGKSKKPSSKGKKKESCSKHASGTSFHLPQPSFRMVDSGIQPEAPPLPAAYYRYIEKPPEDLDAEVEYDMDEEDLAWLDMVNEKRRVDGHSLVSADTFELLVDRLEKESYLESRSSGAQQSLIDEDAFCCVCLDDECHNSNVILFCDICNLAVHQECYGVPYIPEGQWLCRCCLQSPSRPVDCILCPNKGGAFKQTSDGHWAHVVCAIWIPEVCFANTVFLEPIEGIDNIPPARWKLTCYICKQKGLGAAIQCHKVNCYTAFHVTCAQRAGLFMKIEPMRETSLNGTIFTVRKTAYCEAHSPPGAATARRKGDSPRSISETGDEEGLKEGDGEEEEEEEVEEEEQEAQGGVSGSLKGVPKKSKMSLKQKIKKEPEEAGQDTPSTLPMLAVPQIPSYRLNKICSGLSFQRKNQFM.... The drug is COc1cc2c(cc1NS(=O)(=O)c1ccccc1)cc(C)c(=O)n2C. The pIC50 is 6.2. (7) The compound is CCNC(=O)NC(=O)C[n+]1ccc(/C=C/c2cccc3ccccc23)cc1. The target protein (P32738) has sequence MPILEKAPQKMPVKASSWEELDLPKLPVPPLQQTLATYLQCMQHLVPEEQFRKSQAIVKRFGAPGGLGETLQEKLLERQEKTANWVSEYWLNDMYLNNRLALPVNSSPAVIFARQHFQDTNDQLRFAACLISGVLSYKTLLDSHSLPTDWAKGQLSGQPLCMKQYYRLFSSYRLPGHTQDTLVAQKSSIMPEPEHVIVACCNQFFVLDVVINFRRLSEGDLFTQLRKIVKMASNEDERLPPIGLLTSDGRSEWAKARTVLLKDSTNRDSLDMIERCICLVCLDGPGTGELSDTHRALQLLHGGGCSLNGANRWYDKSLQFVVGRDGTCGVVCEHSPFDGIVLVQCTEHLLKHMMTSNKKLVRADSVSELPAPRRLRLKCSPETQGHLASSAEKLQRIVKNLDFIVYKFDNYGKTFIKKQKYSPDGFIQVALQLAYYRLYQRLVPTYESASIRRFQEGRVDNIRSATPEALAFVQAMTDHKAAMPASEKLQLLQTAMQAHK.... The pIC50 is 5.4. (8) The compound is CN(C)C(=O)Oc1ccc2cc(C(=O)Nc3ccccc3)ccc2c1Br. The target protein (Q6PIU2) has sequence MRSSCVLLTALVALAAYYVYIPLPGSVSDPWKLMLLDATFRGAQQVSNLIHYLGLSHHLLALNFIIVSFGKKSAWSSAQVKVTDTDFDGVEVRVFEGPPKPEEPLKRSVVYIHGGGWALASAKIRYYDELCTAMAEELNAVIVSIEYRLVPKVYFPEQIHDVVRATKYFLKPEVLQKYMVDPGRICISGDSAGGNLAAALGQQFTQDASLKNKLKLQALIYPVLQALDFNTPSYQQNVNTPILPRYVMVKYWVDYFKGNYDFVQAMIVNNHTSLDVEEAAAVRARLNWTSLLPASFTKNYKPVVQTTGNARIVQELPQLLDARSAPLIADQAVLQLLPKTYILTCEHDVLRDDGIMYAKRLESAGVEVTLDHFEDGFHGCMIFTSWPTNFSVGIRTRNSYIKWLDQNL. The pIC50 is 5.9.